From a dataset of Full USPTO retrosynthesis dataset with 1.9M reactions from patents (1976-2016). Predict the reactants needed to synthesize the given product. (1) Given the product [CH3:24][O:23][C:21]([C:18]1[CH:17]=[N:16][C:15]([N:13]2[CH2:12][CH2:11][C:6]3[NH:7][C:8]4[CH:9]=[CH:10][C:2]([C:36]5[CH:37]=[CH:38][C:33]([CH:31]=[O:32])=[CH:34][CH:35]=5)=[CH:3][C:4]=4[C:5]=3[CH2:14]2)=[N:20][CH:19]=1)=[O:22], predict the reactants needed to synthesize it. The reactants are: Br[C:2]1[CH:10]=[CH:9][C:8]2[NH:7][C:6]3[CH2:11][CH2:12][N:13]([C:15]4[N:20]=[CH:19][C:18]([C:21]([O:23][CH3:24])=[O:22])=[CH:17][N:16]=4)[CH2:14][C:5]=3[C:4]=2[CH:3]=1.C([O-])([O-])=O.[Cs+].[Cs+].[CH:31]([C:33]1[CH:38]=[CH:37][C:36](B(O)O)=[CH:35][CH:34]=1)=[O:32]. (2) Given the product [CH2:1]([O:8][C:9]1[CH:17]=[CH:16][CH:15]=[C:14]2[C:10]=1[CH:11]=[C:12]([C:19]([Cl:24])=[O:21])[N:13]2[CH3:18])[C:2]1[CH:7]=[CH:6][CH:5]=[CH:4][CH:3]=1, predict the reactants needed to synthesize it. The reactants are: [CH2:1]([O:8][C:9]1[CH:17]=[CH:16][CH:15]=[C:14]2[C:10]=1[CH:11]=[C:12]([C:19]([OH:21])=O)[N:13]2[CH3:18])[C:2]1[CH:7]=[CH:6][CH:5]=[CH:4][CH:3]=1.S(Cl)([Cl:24])=O. (3) Given the product [CH2:1]([NH:3][C:11]1[S:12][CH:13]2[O:19][CH:18]([CH2:20][OH:21])[CH:17]([OH:23])[CH:16]([O:30][CH3:31])[CH:14]2[N:15]=1)[CH3:2], predict the reactants needed to synthesize it. The reactants are: [CH2:1]([N:3]([C:11]1[S:12][C@H:13]2[O:19][C@@H:18]3[CH2:20][O:21]C(C4C=CC=CC=4)[O:23][C@H:17]3[C@H:16]([O:30][CH3:31])[C@H:14]2[N:15]=1)C(=O)OC(C)(C)C)[CH3:2].FC(F)(F)C(O)=O.CCOC(C)=O.CO. (4) Given the product [C:25]1([CH3:52])[CH:30]=[CH:29][C:28]([C:31]([C@:33]([C:49]([OH:51])=[O:50])([OH:48])[C@:34]([C:39]([C:41]2[CH:42]=[CH:43][C:44]([CH3:47])=[CH:45][CH:46]=2)=[O:40])([OH:38])[C:35]([OH:37])=[O:36])=[O:32])=[CH:27][CH:26]=1.[CH3:1][CH:2]([CH3:18])[CH2:3][C@H:4]([NH2:17])[C:5]1[CH:10]=[CH:9][CH:8]=[CH:7][C:6]=1[N:11]1[CH2:16][CH2:15][CH2:14][CH2:13][CH2:12]1, predict the reactants needed to synthesize it. The reactants are: [CH3:1][CH:2]([CH3:18])[CH2:3][CH:4]([NH2:17])[C:5]1[CH:10]=[CH:9][CH:8]=[CH:7][C:6]=1[N:11]1[CH2:16][CH2:15][CH2:14][CH2:13][CH2:12]1.C(OCC)(=O)C.[C:25]1([CH3:52])[CH:30]=[CH:29][C:28]([C:31]([C@:33]([C:49]([OH:51])=[O:50])([OH:48])[C@:34]([C:39]([C:41]2[CH:46]=[CH:45][C:44]([CH3:47])=[CH:43][CH:42]=2)=[O:40])([OH:38])[C:35]([OH:37])=[O:36])=[O:32])=[CH:27][CH:26]=1.C1(C)C=CC(S(O)(=O)=O)=CC=1.